This data is from Reaction yield outcomes from USPTO patents with 853,638 reactions. The task is: Predict the reaction yield, written as a fraction of the theoretical maximum amount of product (1.0 means a 100% yield; for example, 0.34 means a 34% yield). (1) The reactants are [CH:1]1([O:5][C:6]2[CH:7]=[C:8]([N:14]3[CH2:19][CH2:18][NH:17][C@@H:16]([CH2:20][C:21]4[CH:26]=[CH:25][C:24]([F:27])=[CH:23][CH:22]=4)[CH2:15]3)[CH:9]=[CH:10][C:11]=2[O:12][CH3:13])[CH2:4][CH2:3][CH2:2]1.[N:28]1[CH:33]=[CH:32][CH:31]=[N:30][C:29]=1[CH2:34][C:35](O)=[O:36]. No catalyst specified. The product is [CH:1]1([O:5][C:6]2[CH:7]=[C:8]([N:14]3[CH2:19][CH2:18][N:17]([C:35](=[O:36])[CH2:34][C:29]4[N:30]=[CH:31][CH:32]=[CH:33][N:28]=4)[C@@H:16]([CH2:20][C:21]4[CH:22]=[CH:23][C:24]([F:27])=[CH:25][CH:26]=4)[CH2:15]3)[CH:9]=[CH:10][C:11]=2[O:12][CH3:13])[CH2:2][CH2:3][CH2:4]1. The yield is 0.810. (2) The reactants are O1CCCCC1[N:7]1[C:15]2[C:10](=[CH:11][C:12]([C:16]3[N:20]=[CH:19][N:18](C(C4C=CC=CC=4)(C4C=CC=CC=4)C4C=CC=CC=4)[N:17]=3)=[CH:13][CH:14]=2)[C:9]([C:40]2[CH:41]=[C:42]([NH2:46])[CH:43]=[CH:44][CH:45]=2)=[N:8]1.[CH3:47][CH:48]([CH3:52])[C:49](Cl)=[O:50].O. The catalyst is N1C=CC=CC=1. The product is [NH:18]1[CH:19]=[N:20][C:16]([C:12]2[CH:11]=[C:10]3[C:15](=[CH:14][CH:13]=2)[NH:7][N:8]=[C:9]3[C:40]2[CH:41]=[C:42]([NH:46][C:49](=[O:50])[CH:48]([CH3:52])[CH3:47])[CH:43]=[CH:44][CH:45]=2)=[N:17]1. The yield is 0.0500. (3) The reactants are [S:1]([CH2:5][CH2:6][OH:7])[CH2:2][CH2:3][OH:4].N1C=CN=C1.[C:13]([Si:17](Cl)([C:24]1[CH:29]=[CH:28][CH:27]=[CH:26][CH:25]=1)[C:18]1[CH:23]=[CH:22][CH:21]=[CH:20][CH:19]=1)([CH3:16])([CH3:15])[CH3:14].C(OCC)(=O)C. The catalyst is ClCCl. The product is [Si:17]([O:4][CH2:3][CH2:2][S:1][CH2:5][CH2:6][OH:7])([C:13]([CH3:16])([CH3:15])[CH3:14])([C:24]1[CH:25]=[CH:26][CH:27]=[CH:28][CH:29]=1)[C:18]1[CH:23]=[CH:22][CH:21]=[CH:20][CH:19]=1. The yield is 0.540. (4) The reactants are [CH2:1]([O:3][CH:4]([O:19][CH2:20][CH3:21])[C:5]1[CH:18]=[CH:17][C:8]([CH2:9][NH:10][CH:11]2[CH2:16][CH2:15][O:14][CH2:13][CH2:12]2)=[CH:7][CH:6]=1)[CH3:2].[C:22](O[C:22]([O:24][C:25]([CH3:28])([CH3:27])[CH3:26])=[O:23])([O:24][C:25]([CH3:28])([CH3:27])[CH3:26])=[O:23].C(O)(=O)CC(CC(O)=O)(C(O)=O)O.C([O-])(O)=O.[Na+]. The catalyst is C(Cl)Cl.CCN(CC)CC. The product is [CH2:1]([O:3][CH:4]([O:19][CH2:20][CH3:21])[C:5]1[CH:6]=[CH:7][C:8]([CH2:9][N:10]([CH:11]2[CH2:16][CH2:15][O:14][CH2:13][CH2:12]2)[C:22](=[O:23])[O:24][C:25]([CH3:28])([CH3:27])[CH3:26])=[CH:17][CH:18]=1)[CH3:2]. The yield is 0.950. (5) The reactants are [C:1](Cl)(=[O:11])[CH2:2][CH2:3][CH2:4][CH2:5][CH2:6][CH2:7][CH2:8][CH2:9][CH3:10].[CH:13]1([CH2:19][O:20][C:21]2[CH:22]=[C:23]([CH:37]=[CH:38][CH:39]=2)[C:24]([NH:26][C:27]2[CH:32]=[CH:31][CH:30]=[CH:29][C:28]=2[S:33](=[O:36])(=[O:35])[NH2:34])=[O:25])[CH2:18][CH2:17][CH2:16][CH2:15][CH2:14]1. The catalyst is CN(C)C1C=CN=CC=1.O1CCCC1. The product is [CH:13]1([CH2:19][O:20][C:21]2[CH:22]=[C:23]([CH:37]=[CH:38][CH:39]=2)[C:24]([NH:26][C:27]2[CH:32]=[CH:31][CH:30]=[CH:29][C:28]=2[S:33]([NH:34][C:1](=[O:11])[CH2:2][CH2:3][CH2:4][CH2:5][CH2:6][CH2:7][CH2:8][CH2:9][CH3:10])(=[O:36])=[O:35])=[O:25])[CH2:18][CH2:17][CH2:16][CH2:15][CH2:14]1. The yield is 0.984.